Dataset: Catalyst prediction with 721,799 reactions and 888 catalyst types from USPTO. Task: Predict which catalyst facilitates the given reaction. (1) Reactant: [CH3:1][O:2][C:3]([C:5]1[CH:10]=[CH:9][CH:8]=[C:7]([C:11]2[O:15][C:14]([CH:16]([O:33][Si](C(C)(C)C)(C)C)[CH2:17][CH2:18][CH2:19][CH:20]3[CH2:25][CH2:24][N:23]([C:26](OC(C)(C)C)=O)[CH2:22][CH2:21]3)=[N:13][CH:12]=2)[N:6]=1)=[O:4].C(OC(N1[CH2:53][CH2:52][CH:51]([CH2:54][CH2:55][CH2:56][CH:57](O[Si](C(C)(C)C)(C)C)[C:58]2OC([Sn](CCCC)(CCCC)CCCC)=CN=2)CC1)=O)(C)(C)C.[CH3:84]OC(C1C=CC=C(Br)N=1)=O. Product: [CH3:1][O:2][C:3]([C:5]1[CH:10]=[CH:9][CH:8]=[C:7]([C:11]2[O:15][C:14]([C:16](=[O:33])[CH2:17][CH2:18][CH2:19][CH:20]3[CH2:21][CH2:22][N:23]([CH2:26][C:56]4[CH:55]=[CH:54][C:51]([CH:52]([CH3:53])[CH3:84])=[CH:58][CH:57]=4)[CH2:24][CH2:25]3)=[N:13][CH:12]=2)[N:6]=1)=[O:4]. The catalyst class is: 77. (2) Reactant: [Br:1][C:2]1[N:7]=[CH:6][C:5]([NH:8][CH3:9])=[C:4]([N+:10]([O-])=O)[CH:3]=1.O.NN. Product: [Br:1][C:2]1[N:7]=[CH:6][C:5]([NH:8][CH3:9])=[C:4]([NH2:10])[CH:3]=1. The catalyst class is: 94. (3) Reactant: Br[Zn][CH2:3][C:4]([O:6][CH2:7][CH3:8])=[O:5].[C:9]1(/[CH:15]=[CH:16]/[C:17](=[O:19])[CH3:18])[CH:14]=[CH:13][CH:12]=[CH:11][CH:10]=1.Cl.C(OCC)(=O)C. Product: [OH:19][C:17]([CH3:18])(/[CH:16]=[CH:15]/[C:9]1[CH:14]=[CH:13][CH:12]=[CH:11][CH:10]=1)[CH2:3][C:4]([O:6][CH2:7][CH3:8])=[O:5]. The catalyst class is: 1. (4) Reactant: [Cl:1][C:2]1[N:11]=[C:10]([NH:12][CH2:13][CH2:14][CH2:15][CH2:16][CH2:17][CH2:18][CH3:19])[C:9]2[C:4](=[CH:5][CH:6]=[C:7]([N+:20]([O-:22])=[O:21])[CH:8]=2)[N:3]=1.[CH2:23]([NH2:26])[CH:24]=[CH2:25]. Product: [ClH:1].[CH2:23]([NH:26][C:2]1[N:11]=[C:10]([NH:12][CH2:13][CH2:14][CH2:15][CH2:16][CH2:17][CH2:18][CH3:19])[C:9]2[C:4](=[CH:5][CH:6]=[C:7]([N+:20]([O-:22])=[O:21])[CH:8]=2)[N:3]=1)[CH:24]=[CH2:25]. The catalyst class is: 6. (5) Reactant: [Cl:1][C:2]1[C:3]([F:15])=[C:4]([NH:8]/[N:9]=[C:10](/Cl)\[C:11](=[O:13])[CH3:12])[CH:5]=[CH:6][CH:7]=1.Cl[C:17]1C(F)=C(C=C[CH:23]=1)N.Cl.N([O-])=O.[Na+].[C:30]([O-:33])(=[O:32])[CH3:31].[Na+].ClC(C(=O)C)C(=O)C. Product: [C:11]([C:10]1[C:31]([C:30]([OH:33])=[O:32])=[C:17]([CH3:23])[N:8]([C:4]2[CH:5]=[CH:6][CH:7]=[C:2]([Cl:1])[C:3]=2[F:15])[N:9]=1)(=[O:13])[CH3:12]. The catalyst class is: 72. (6) Reactant: C([O:4][C:5]1[CH:10]=[CH:9][C:8]([CH:11]=[O:12])=[C:7]([N+:13]([O-:15])=[O:14])[C:6]=1[O:16][CH3:17])(=O)C.C(=O)([O-])[O-].[K+].[K+].Cl. Product: [OH:4][C:5]1[CH:10]=[CH:9][C:8]([CH:11]=[O:12])=[C:7]([N+:13]([O-:15])=[O:14])[C:6]=1[O:16][CH3:17]. The catalyst class is: 24. (7) Reactant: [NH2:1][C:2]1[CH:6]=[CH:5][S:4][C:3]=1[C:7]([O:9][CH3:10])=[O:8].N1C=CC=CC=1.[Br:17][C:18]1[CH:23]=[C:22]([C:24]([F:27])([F:26])[F:25])[CH:21]=[CH:20][C:19]=1[S:28](Cl)(=[O:30])=[O:29]. Product: [Br:17][C:18]1[CH:23]=[C:22]([C:24]([F:26])([F:25])[F:27])[CH:21]=[CH:20][C:19]=1[S:28]([NH:1][C:2]1[CH:6]=[CH:5][S:4][C:3]=1[C:7]([O:9][CH3:10])=[O:8])(=[O:30])=[O:29]. The catalyst class is: 119. (8) Reactant: [F:1][C:2]1[CH:7]=[C:6]([F:8])[CH:5]=[CH:4][C:3]=1[C:9]1[CH:14]=[CH:13][C:12]([S:15]([NH:18][C:19]2[CH:24]=[CH:23][CH:22]=[C:21]([CH:25]3[CH2:27][O:26]3)[CH:20]=2)(=[O:17])=[O:16])=[CH:11][CH:10]=1.[CH3:28][NH:29][CH3:30]. Product: [CH3:28][N:29]([CH3:30])[CH:25]([C:21]1[CH:20]=[C:19]([NH:18][S:15]([C:12]2[CH:13]=[CH:14][C:9]([C:3]3[CH:4]=[CH:5][C:6]([F:8])=[CH:7][C:2]=3[F:1])=[CH:10][CH:11]=2)(=[O:17])=[O:16])[CH:24]=[CH:23][CH:22]=1)[CH2:27][OH:26]. The catalyst class is: 8. (9) Reactant: [OH:1][C@:2]([C:7]1[CH:12]=[CH:11][CH:10]=[CH:9][CH:8]=1)([CH3:6])[C:3]([OH:5])=[O:4].C1([C@@H](N)C)C2C(=CC=CC=2)C=CC=1.S(=O)(=O)(O)O. Product: [OH:1][C@:2]([C:7]1[CH:12]=[CH:11][CH:10]=[CH:9][CH:8]=1)([CH3:6])[C:3]([OH:5])=[O:4]. The catalyst class is: 5. (10) Reactant: [CH3:1][C:2]1[N:3]([C:13]2[CH:18]=[CH:17][CH:16]=[C:15]([C:19]([F:22])([F:21])[F:20])[CH:14]=2)[C:4](=[O:12])[C:5]([C:8]([O:10][CH3:11])=[O:9])=[N:6][CH:7]=1.[Br:23]N1C(=O)CCC1=O.O. Product: [Br:23][C:7]1[N:6]=[C:5]([C:8]([O:10][CH3:11])=[O:9])[C:4](=[O:12])[N:3]([C:13]2[CH:18]=[CH:17][CH:16]=[C:15]([C:19]([F:22])([F:20])[F:21])[CH:14]=2)[C:2]=1[CH3:1]. The catalyst class is: 3.